Dataset: Forward reaction prediction with 1.9M reactions from USPTO patents (1976-2016). Task: Predict the product of the given reaction. (1) The product is: [CH3:78][N:79]1[CH2:84][CH2:83][N:82]([C:74]2[CH:75]=[CH:76][C:61]([O:60][CH2:53][C:54]3[CH:59]=[CH:58][CH:57]=[CH:56][CH:55]=3)=[C:62]([CH:73]=2)[C:63]([O:65][CH2:66][C:67]2[CH:72]=[CH:71][CH:70]=[CH:69][CH:68]=2)=[O:64])[CH2:81][CH2:80]1. Given the reactants C(=O)([O-])[O-].[Cs+].[Cs+].C1C=CC(P(C2C(C3C(P(C4C=CC=CC=4)C4C=CC=CC=4)=CC=C4C=3C=CC=C4)=C3C(C=CC=C3)=CC=2)C2C=CC=CC=2)=CC=1.[CH2:53]([O:60][C:61]1[CH:76]=[CH:75][C:74](Br)=[CH:73][C:62]=1[C:63]([O:65][CH2:66][C:67]1[CH:72]=[CH:71][CH:70]=[CH:69][CH:68]=1)=[O:64])[C:54]1[CH:59]=[CH:58][CH:57]=[CH:56][CH:55]=1.[CH3:78][N:79]1[CH2:84][CH2:83][NH:82][CH2:81][CH2:80]1, predict the reaction product. (2) Given the reactants [F:1][C:2]1[C:7]2[CH2:8][CH:9]([CH2:11][N:12]=[N+]=[N-])[O:10][C:6]=2[C:5]([C:15]2[CH:20]=[CH:19][CH:18]=[CH:17][C:16]=2[CH3:21])=[CH:4][C:3]=1[F:22], predict the reaction product. The product is: [F:1][C:2]1[C:7]2[CH2:8][CH:9]([CH2:11][NH2:12])[O:10][C:6]=2[C:5]([C:15]2[CH:20]=[CH:19][CH:18]=[CH:17][C:16]=2[CH3:21])=[CH:4][C:3]=1[F:22]. (3) Given the reactants Cl[C:2]1[CH:7]=[CH:6][N:5]=[C:4]2[NH:8][C:9]([C:11]3[CH:12]=[N:13][N:14]([CH:16]4[CH2:21][CH2:20][O:19][CH2:18][CH2:17]4)[CH:15]=3)=[N:10][C:3]=12.Cl.[NH2:23][CH2:24][C:25]1[CH:30]=[CH:29][C:28](B(O)O)=[CH:27][C:26]=1[F:34].C(=O)([O-])[O-].[K+].[K+].C(#N)C.O.C1(P(C2C=CC=CC=2)C2C=CC=CC=2)CCCC1, predict the reaction product. The product is: [F:34][C:26]1[CH:27]=[C:28]([C:2]2[CH:7]=[CH:6][N:5]=[C:4]3[NH:8][C:9]([C:11]4[CH:12]=[N:13][N:14]([CH:16]5[CH2:21][CH2:20][O:19][CH2:18][CH2:17]5)[CH:15]=4)=[N:10][C:3]=23)[CH:29]=[CH:30][C:25]=1[CH2:24][NH2:23]. (4) Given the reactants CC1C=CC(S(O[CH2:12][CH:13]2[O:18][C:17]3[CH:19]=[C:20]([S:23]([CH3:26])(=[O:25])=[O:24])[CH:21]=[CH:22][C:16]=3[O:15][CH2:14]2)(=O)=O)=CC=1.[CH3:27][CH:28]([NH2:30])[CH3:29], predict the reaction product. The product is: [CH3:26][S:23]([C:20]1[CH:21]=[CH:22][C:16]2[O:15][CH2:14][CH:13]([CH2:12][NH:30][CH:28]([CH3:29])[CH3:27])[O:18][C:17]=2[CH:19]=1)(=[O:24])=[O:25]. (5) Given the reactants ClC1C=CC=C[N+]=1C.[N:9](=[C:11]1/[NH:12][CH:13]=[CH:14][C:15]([C:17]2[CH:22]=[CH:21][N:20]=[C:19]([NH:23][C:24]3[N:28]([CH3:29])[N:27]=[CH:26][CH:25]=3)[N:18]=2)=[CH:16]/1)/[NH2:10].[CH2:30]([Si:32]([CH3:38])([CH3:37])[CH2:33][C:34](O)=[O:35])[CH3:31].C(N(CCCC)CCCC)CCC, predict the reaction product. The product is: [CH2:30]([Si:32]([CH3:38])([CH3:37])[CH2:33][C:34]([NH:10]/[N:9]=[C:11]1\[NH:12][CH:13]=[CH:14][C:15]([C:17]2[CH:22]=[CH:21][N:20]=[C:19]([NH:23][C:24]3[N:28]([CH3:29])[N:27]=[CH:26][CH:25]=3)[N:18]=2)=[CH:16]\1)=[O:35])[CH3:31]. (6) Given the reactants [Cl:1][S:2]([C:5]1[S:9][C:8]([CH3:10])=[C:7]([C:11](Cl)=[O:12])[CH:6]=1)(=[O:4])=[O:3].[NH2:14][C:15]1[CH:16]=[C:17]([CH3:24])[C:18]([F:23])=[C:19]([CH:22]=1)[C:20]#[N:21], predict the reaction product. The product is: [C:20]([C:19]1[CH:22]=[C:15]([NH:14][C:11]([C:7]2[CH:6]=[C:5]([S:2]([Cl:1])(=[O:4])=[O:3])[S:9][C:8]=2[CH3:10])=[O:12])[CH:16]=[C:17]([CH3:24])[C:18]=1[F:23])#[N:21]. (7) Given the reactants [OH:1][B:2]1[C:6]2[CH:7]=[CH:8][C:9]([O:11][C:12]3[CH:20]=[CH:19][C:15]([C:16](O)=[O:17])=[CH:14][CH:13]=3)=[CH:10][C:5]=2[CH2:4][O:3]1.C1N=C[N:23](C(N2C=NC=C2)=O)C=1.C(=O)([O-])[O-].[NH4+].[NH4+].O, predict the reaction product. The product is: [OH:1][B:2]1[C:6]2[CH:7]=[CH:8][C:9]([O:11][C:12]3[CH:20]=[CH:19][C:15]([C:16]([NH2:23])=[O:17])=[CH:14][CH:13]=3)=[CH:10][C:5]=2[CH2:4][O:3]1. (8) Given the reactants [CH3:1][C:2]1[S:3][C:4]([C:8]2[N:9]([CH3:14])[C:10]([SH:13])=[N:11][N:12]=2)=[C:5]([CH3:7])[N:6]=1.CO.C([O-])([O-])=O.[K+].[K+].Br[CH2:24][CH2:25][CH2:26][Cl:27], predict the reaction product. The product is: [Cl:27][CH2:26][CH2:25][CH2:24][S:13][C:10]1[N:9]([CH3:14])[C:8]([C:4]2[S:3][C:2]([CH3:1])=[N:6][C:5]=2[CH3:7])=[N:12][N:11]=1. (9) Given the reactants [F:1][CH:2]([F:26])[C:3]([NH:5][CH2:6][C@@H:7]1[O:11][C:10](=[O:12])[N:9]([C:13]2[CH:18]=[CH:17][C:16]([N:19]3[CH2:24][CH2:23][NH:22][CH2:21][CH2:20]3)=[C:15]([F:25])[CH:14]=2)[CH2:8]1)=O.COC1C=CC(P2(SP(C3C=CC(OC)=CC=3)(=S)S2)=[S:36])=CC=1.CN1CCCN(C)C1=O, predict the reaction product. The product is: [F:1][CH:2]([F:26])[C:3](=[S:36])[NH:5][CH2:6][C@@H:7]1[O:11][C:10](=[O:12])[N:9]([C:13]2[CH:18]=[CH:17][C:16]([N:19]3[CH2:24][CH2:23][NH:22][CH2:21][CH2:20]3)=[C:15]([F:25])[CH:14]=2)[CH2:8]1.